This data is from Reaction yield outcomes from USPTO patents with 853,638 reactions. The task is: Predict the reaction yield, written as a fraction of the theoretical maximum amount of product (1.0 means a 100% yield; for example, 0.34 means a 34% yield). (1) The reactants are C[Si]([C:5]#[C:6][C:7]1[C:8]([NH2:14])=[N:9][C:10]([NH2:13])=[CH:11][CH:12]=1)(C)C.[F-].C([N+](CCCC)(CCCC)CCCC)CCC.O. The catalyst is O1CCCC1. The product is [C:6]([C:7]1[C:8]([NH2:14])=[N:9][C:10]([NH2:13])=[CH:11][CH:12]=1)#[CH:5]. The yield is 0.738. (2) The reactants are [CH:1]([CH:4]1[C:12]2[C:11](O)=[N:10][CH:9]=[N:8][C:7]=2[CH2:6][CH2:5]1)([CH3:3])[CH3:2].C(#N)C.O=P(Cl)(Cl)[Cl:19]. No catalyst specified. The product is [Cl:19][C:11]1[C:12]2[CH:4]([CH:1]([CH3:3])[CH3:2])[CH2:5][CH2:6][C:7]=2[N:8]=[CH:9][N:10]=1. The yield is 0.260. (3) The reactants are [Cl:1][C:2]1[C:3]2[N:4]([C:8]([C:12]([O:14]CC)=[O:13])=[C:9]([CH3:11])[N:10]=2)[CH:5]=[CH:6][N:7]=1.[OH-].[Na+].Cl. The catalyst is O1CCOCC1. The product is [Cl:1][C:2]1[C:3]2[N:4]([C:8]([C:12]([OH:14])=[O:13])=[C:9]([CH3:11])[N:10]=2)[CH:5]=[CH:6][N:7]=1. The yield is 0.680. (4) The reactants are [C:1]1(=O)[C:6]2=[CH:7][N:8]=[CH:9][CH:10]=[C:5]2[CH2:4][CH2:3][O:2]1.COC1C=CC(P2(SP(C3C=CC(OC)=CC=3)(=S)S2)=[S:21])=CC=1. The catalyst is C1(C)C=CC=CC=1. The product is [C:1]1(=[S:21])[C:6]2=[CH:7][N:8]=[CH:9][CH:10]=[C:5]2[CH2:4][CH2:3][O:2]1. The yield is 0.720. (5) The catalyst is C(Cl)Cl. The yield is 0.750. The reactants are [C:1]([NH:4][C:5]1[CH:10]=[CH:9][C:8]([N:11]2[CH2:20][CH2:19][C:18]3[C:13](=[CH:14][CH:15]=[C:16]([O:21]C)[CH:17]=3)[CH:12]2[CH2:23][C:24]2[CH:29]=[CH:28][C:27]([OH:30])=[CH:26][CH:25]=2)=[CH:7][CH:6]=1)(=[O:3])[CH3:2].B(Br)(Br)Br. The product is [C:1]([NH:4][C:5]1[CH:6]=[CH:7][C:8]([N:11]2[CH2:20][CH2:19][C:18]3[C:13](=[CH:14][CH:15]=[C:16]([OH:21])[CH:17]=3)[CH:12]2[CH2:23][C:24]2[CH:25]=[CH:26][C:27]([OH:30])=[CH:28][CH:29]=2)=[CH:9][CH:10]=1)(=[O:3])[CH3:2]. (6) The reactants are [I:1][C:2]1[CH:7]=[CH:6][C:5]([C:8]2[N:9]=[C:10]([C@H:14]([NH:16][CH3:17])[CH3:15])[N:11]([CH3:13])[CH:12]=2)=[CH:4][CH:3]=1.Cl[C:19]([O:21][CH3:22])=[O:20].C([O-])([O-])=O.[Na+].[Na+].C1COCC1. The catalyst is O.CCOC(C)=O. The product is [I:1][C:2]1[CH:3]=[CH:4][C:5]([C:8]2[N:9]=[C:10]([C@H:14]([N:16]([CH3:17])[C:19](=[O:20])[O:21][CH3:22])[CH3:15])[N:11]([CH3:13])[CH:12]=2)=[CH:6][CH:7]=1. The yield is 0.410. (7) The reactants are Br[C:2]1[CH:3]=[CH:4][C:5]([C:8](=[O:16])[CH2:9][N:10]2[CH:14]=[C:13]([CH3:15])[N:12]=[CH:11]2)=[N:6][CH:7]=1.[F:17][C:18]1[CH:19]=[C:20]([N:33]2[CH2:37][C@H:36]([CH2:38][N:39]3[CH:43]=[CH:42][N:41]=[N:40]3)[O:35][C:34]2=[O:44])[CH:21]=[CH:22][C:23]=1B1OC(C)(C)C(C)(C)O1.C(=O)([O-])[O-].[Na+].[Na+]. No catalyst specified. The product is [F:17][C:18]1[CH:19]=[C:20]([N:33]2[CH2:37][C@H:36]([CH2:38][N:39]3[CH:43]=[CH:42][N:41]=[N:40]3)[O:35][C:34]2=[O:44])[CH:21]=[CH:22][C:23]=1[C:2]1[CH:7]=[N:6][C:5]([C:8](=[O:16])[CH2:9][N:10]2[CH:14]=[C:13]([CH3:15])[N:12]=[CH:11]2)=[CH:4][CH:3]=1. The yield is 0.560.